This data is from Catalyst prediction with 721,799 reactions and 888 catalyst types from USPTO. The task is: Predict which catalyst facilitates the given reaction. (1) Reactant: [OH:1][C:2]1([C:8]([O:10][CH3:11])=[O:9])[CH2:7][CH2:6][NH:5][CH2:4][CH2:3]1.CCN(C(C)C)C(C)C.[Br:21][C:22]1[CH:23]=[N:24][C:25](Cl)=[N:26][CH:27]=1.CCCCCC. Product: [Br:21][C:22]1[CH:23]=[N:24][C:25]([N:5]2[CH2:4][CH2:3][C:2]([OH:1])([C:8]([O:10][CH3:11])=[O:9])[CH2:7][CH2:6]2)=[N:26][CH:27]=1. The catalyst class is: 14. (2) Reactant: Cl[C:2]1[N:7]=[N:6][C:5]([C:8]2[CH:17]=[CH:16][C:15]3[C:10](=[CH:11][CH:12]=[CH:13][CH:14]=3)[CH:9]=2)=[C:4]([C:18]2[CH:23]=[CH:22][N:21]=[CH:20][CH:19]=2)[CH:3]=1.[CH3:24][N:25]1[CH2:30][CH2:29][NH:28][CH2:27][CH2:26]1. Product: [CH3:24][N:25]1[CH2:30][CH2:29][N:28]([C:2]2[N:7]=[N:6][C:5]([C:8]3[CH:17]=[CH:16][C:15]4[C:10](=[CH:11][CH:12]=[CH:13][CH:14]=4)[CH:9]=3)=[C:4]([C:18]3[CH:23]=[CH:22][N:21]=[CH:20][CH:19]=3)[CH:3]=2)[CH2:27][CH2:26]1. The catalyst class is: 8. (3) Reactant: [CH3:1][C:2]1[CH:25]=[CH:24][C:5]([C:6]([NH:8][CH:9]([NH:14][C:15]([NH:17][C:18]2[CH:19]=[N:20][CH:21]=[CH:22][CH:23]=2)=S)[C:10]([Cl:13])([Cl:12])[Cl:11])=[O:7])=[CH:4][CH:3]=1.[OH:26]O. Product: [CH3:1][C:2]1[CH:25]=[CH:24][C:5]([C:6]([NH:8][CH:9]([NH:14][C:15]([NH:17][C:18]2[CH:19]=[N:20][CH:21]=[CH:22][CH:23]=2)=[O:26])[C:10]([Cl:13])([Cl:12])[Cl:11])=[O:7])=[CH:4][CH:3]=1. The catalyst class is: 15.